Dataset: Catalyst prediction with 721,799 reactions and 888 catalyst types from USPTO. Task: Predict which catalyst facilitates the given reaction. (1) Reactant: [C:1]([CH:9]([C:15](=O)[CH3:16])[C:10]([O:12][CH2:13][CH3:14])=[O:11])(=O)[C:2]1[CH:7]=[CH:6][N:5]=[CH:4][CH:3]=1.[NH2:18][NH2:19].C(=O)([O-])O.[Na+]. Product: [CH3:16][C:15]1[NH:19][N:18]=[C:1]([C:2]2[CH:7]=[CH:6][N:5]=[CH:4][CH:3]=2)[C:9]=1[C:10]([O:12][CH2:13][CH3:14])=[O:11]. The catalyst class is: 8. (2) Reactant: [Si]([O:8][C@H:9]([C:41]1[CH:46]=[CH:45][CH:44]=[CH:43][CH:42]=1)[C@H:10]1[CH2:14][CH2:13][C@@H:12]([CH2:15][C:16]2[CH:17]=[CH:18][C:19]3[N:23]=[C:22]([C@@H:24]([N:26]4[CH:31]=[CH:30][CH:29]=[N:28][C:27]4=[O:32])[CH3:25])[NH:21][C:20]=3[CH:33]=2)[N:11]1C(OC(C)(C)C)=O)(C(C)(C)C)(C)C.C(#N)C.O. Product: [OH:8][C@H:9]([C:41]1[CH:46]=[CH:45][CH:44]=[CH:43][CH:42]=1)[C@@H:10]1[NH:11][C@H:12]([CH2:15][C:16]2[CH:17]=[CH:18][C:19]3[N:23]=[C:22]([C@@H:24]([N:26]4[CH:31]=[CH:30][CH:29]=[N:28][C:27]4=[O:32])[CH3:25])[NH:21][C:20]=3[CH:33]=2)[CH2:13][CH2:14]1. The catalyst class is: 55. (3) Reactant: [CH3:1][O:2][C:3]1[CH:4]=[C:5]2[C:9](=[C:10]([O:14][CH3:15])[C:11]=1[O:12][CH3:13])[NH:8][C:7]([C:16]([N:18]1[CH2:23][CH2:22][N:21]([C:24]([C:26]3[NH:27][C:28]4[C:33]([CH:34]=3)=[CH:32][C:31]([O:35][CH3:36])=[C:30]([O:37][CH3:38])[C:29]=4[O:39][CH3:40])=O)[CH2:20][CH2:19]1)=O)=[CH:6]2.[H-].[Al+3].[Li+].[H-].[H-].[H-].O.O.O.O.O.O.O.O.O.O.S([O-])([O-])(=O)=O.[Na+].[Na+]. Product: [CH3:36][O:35][C:31]1[CH:32]=[C:33]2[C:28](=[C:29]([O:39][CH3:40])[C:30]=1[O:37][CH3:38])[NH:27][C:26]([CH2:24][N:21]1[CH2:20][CH2:19][N:18]([CH2:16][C:7]3[NH:8][C:9]4[C:5]([CH:6]=3)=[CH:4][C:3]([O:2][CH3:1])=[C:11]([O:12][CH3:13])[C:10]=4[O:14][CH3:15])[CH2:23][CH2:22]1)=[CH:34]2. The catalyst class is: 1. (4) Reactant: [CH:1]1([N:7]2[CH2:11][CH2:10][CH:9]([CH2:12][C:13]3[CH:22]=[CH:21][C:20]4[C:15](=[CH:16][CH:17]=[C:18]([OH:23])[CH:19]=4)[CH:14]=3)[C:8]2=[O:24])[CH2:6][CH2:5][CH2:4][CH2:3][CH2:2]1.C([O-])([O-])=O.[K+].[K+].C([O-])([O-])=O.[Cs+].[Cs+].Cl.[Cl:38][CH2:39][CH2:40][N:41]([CH3:43])[CH3:42].Cl.CCOCC. Product: [ClH:38].[CH:1]1([N:7]2[CH2:11][CH2:10][CH:9]([CH2:12][C:13]3[CH:22]=[CH:21][C:20]4[C:15](=[CH:16][CH:17]=[C:18]([O:23][CH2:39][CH2:40][N:41]([CH3:43])[CH3:42])[CH:19]=4)[CH:14]=3)[C:8]2=[O:24])[CH2:2][CH2:3][CH2:4][CH2:5][CH2:6]1. The catalyst class is: 21.